Dataset: Full USPTO retrosynthesis dataset with 1.9M reactions from patents (1976-2016). Task: Predict the reactants needed to synthesize the given product. The reactants are: [I:1][C:2]1[CH:7]=[CH:6][N:5]=[C:4]([N:8]2[C:16]3[CH2:15][C@@:14]4([CH3:18])[CH2:17][C@H:13]4[CH2:12][C:11]=3[C:10]([C:19](O)=[O:20])=[N:9]2)[CH:3]=1.[Cl-].[NH4+:23]. Given the product [I:1][C:2]1[CH:7]=[CH:6][N:5]=[C:4]([N:8]2[C:16]3[CH2:15][C@@:14]4([CH3:18])[CH2:17][C@H:13]4[CH2:12][C:11]=3[C:10]([C:19]([NH2:23])=[O:20])=[N:9]2)[CH:3]=1, predict the reactants needed to synthesize it.